Predict the reactants needed to synthesize the given product. From a dataset of Full USPTO retrosynthesis dataset with 1.9M reactions from patents (1976-2016). (1) Given the product [CH2:33]([O:32][C:30]([C:23]1([CH2:24][C:25]([O:27][CH2:28][CH3:29])=[O:26])[O:16][N:15]([CH3:14])[C:5]([C:4]2[C:7]([O:11][CH3:12])=[CH:8][CH:9]=[CH:10][C:3]=2[O:2][CH3:1])=[N:6]1)=[O:31])[CH3:34], predict the reactants needed to synthesize it. The reactants are: [CH3:1][O:2][C:3]1[CH:10]=[CH:9][CH:8]=[C:7]([O:11][CH3:12])[C:4]=1[C:5]#[N:6].Cl.[CH3:14][NH:15][OH:16].C(=O)([O-])[O-].[Na+].[Na+].[C:23]([C:30]([O:32][CH2:33][CH3:34])=[O:31])#[C:24][C:25]([O:27][CH2:28][CH3:29])=[O:26]. (2) Given the product [N+:11]([C:10]1[C:2]([CH3:1])=[CH:3][C:4]([C:5]([NH:17][CH3:15])=[O:6])=[CH:8][C:9]=1[CH3:14])([O-:13])=[O:12], predict the reactants needed to synthesize it. The reactants are: [CH3:1][C:2]1[CH:3]=[C:4]([CH:8]=[C:9]([CH3:14])[C:10]=1[N+:11]([O-:13])=[O:12])[C:5](O)=[O:6].[C:15](N1C=CN=C1)([N:17]1C=CN=C1)=O.CN. (3) Given the product [Cl:9][C:10]1[CH:51]=[CH:50][CH:49]=[CH:48][C:11]=1[CH2:12][C:13]1[C:17]([N:18]2[CH2:23][CH2:22][CH2:21][C@@H:20]([NH:24][C:25](=[O:31])[O:26][C:27]([CH3:30])([CH3:29])[CH3:28])[CH2:19]2)=[N:16][N:15]2[CH:43]=[CH:42][N:40]([CH3:41])[C:38](=[O:39])[C:14]=12, predict the reactants needed to synthesize it. The reactants are: O.Cl.O1CCOCC1.[Cl:9][C:10]1[CH:51]=[CH:50][CH:49]=[CH:48][C:11]=1[CH2:12][C:13]1[C:14]([C:38]([N:40]([CH2:42][CH:43](OC)OC)[CH3:41])=[O:39])=[N:15][N:16](S(N(C)C)(=O)=O)[C:17]=1[N:18]1[CH2:23][CH2:22][CH2:21][C@@H:20]([NH:24][C:25](=[O:31])[O:26][C:27]([CH3:30])([CH3:29])[CH3:28])[CH2:19]1.C(=O)([O-])[O-].[K+].[K+]. (4) Given the product [Cl:18][C:19]1[CH:20]=[C:21]([N:25]2[C:29]([CH2:30][NH:31][C:14](=[O:16])[CH:13]([C:4]3[CH:5]=[CH:6][C:7]([CH2:8][S:9]([CH3:12])(=[O:10])=[O:11])=[C:2]([F:1])[CH:3]=3)[CH3:17])=[CH:28][C:27]([C:32]([F:33])([F:34])[F:35])=[N:26]2)[CH:22]=[CH:23][CH:24]=1, predict the reactants needed to synthesize it. The reactants are: [F:1][C:2]1[CH:3]=[C:4]([CH:13]([CH3:17])[C:14]([OH:16])=O)[CH:5]=[CH:6][C:7]=1[CH2:8][S:9]([CH3:12])(=[O:11])=[O:10].[Cl:18][C:19]1[CH:20]=[C:21]([N:25]2[C:29]([CH2:30][NH2:31])=[CH:28][C:27]([C:32]([F:35])([F:34])[F:33])=[N:26]2)[CH:22]=[CH:23][CH:24]=1.F[B-](F)(F)F.N1(OC(N(C)C)=[N+](C)C)C2C=CC=CC=2N=N1.ON1C2C=CC=CC=2N=N1.C(N(C(C)C)C(C)C)C. (5) The reactants are: [CH2:1]([O:5][C:6]1[CH:7]=[C:8]([CH:20]=[CH:21][CH:22]=1)[O:9][C:10]1[CH:15]=[CH:14][C:13]([N+:16]([O-])=O)=[CH:12][C:11]=1[CH3:19])[CH:2]([CH3:4])[CH3:3].[Cl-].[Ca+2].[Cl-].C(O)C. Given the product [CH2:1]([O:5][C:6]1[CH:7]=[C:8]([CH:20]=[CH:21][CH:22]=1)[O:9][C:10]1[CH:15]=[CH:14][C:13]([NH2:16])=[CH:12][C:11]=1[CH3:19])[CH:2]([CH3:4])[CH3:3], predict the reactants needed to synthesize it. (6) Given the product [CH:10]1[C:11]2[CH:12]([CH2:14][O:15][C:16](=[O:17])[NH:18][CH:19]([CH2:20][C:21]3[CH:22]=[CH:23][C:24]([C:25](=[O:27])[NH:53][CH3:58])=[CH:28][CH:29]=3)[C:30](=[O:48])[N:31]3[CH2:36][CH2:35][CH2:34][CH2:33][CH:32]3[C:77]3[NH:78][CH:79]=[C:75]([C:74]4[CH:73]=[CH:66][CH:65]=[CH:64][CH:69]=4)[N:76]=3)[C:13]3[C:5](=[CH:4][CH:3]=[CH:2][CH:1]=3)[C:6]=2[CH:7]=[CH:8][CH:9]=1, predict the reactants needed to synthesize it. The reactants are: [CH:1]1[C:13]2[CH:12]([CH2:14][O:15][C:16]([NH:18][CH:19]([C:30](=[O:48])[N:31]3[CH2:36][CH2:35][CH2:34][CH2:33][CH:32]3C3NC=C(C4C=CC=CC=4)N=3)[CH2:20][C:21]3[CH:29]=[CH:28][C:24]([C:25]([OH:27])=O)=[CH:23][CH:22]=3)=[O:17])[C:11]3[C:6](=[CH:7][CH:8]=[CH:9][CH:10]=3)[C:5]=2[CH:4]=[CH:3][CH:2]=1.Cl.CN.C[N:53]1[CH2:58]COCC1.O.ON1[C:65]2[CH:66]=CC=[CH:69][C:64]=2N=N1.Cl.CN(C)[CH2:73][CH2:74][CH2:75][N:76]=[C:77]=[N:78][CH2:79]C. (7) Given the product [C:1]1(/[CH:7]=[CH:8]/[CH2:9][C:10]([O:12][CH3:13])=[O:11])[CH:6]=[CH:5][CH:4]=[CH:3][CH:2]=1, predict the reactants needed to synthesize it. The reactants are: [C:1]1([CH:7]=[CH:8][CH2:9][C:10]([OH:12])=[O:11])[CH:6]=[CH:5][CH:4]=[CH:3][CH:2]=1.[C:13]([O-])([O-])=O.[Cs+].[Cs+].CI.CCOCC. (8) Given the product [Br:20][C:4]1[C:5]2[C:6](=[CH:7][N:8]=[CH:9][CH:10]=2)[N:2]([CH3:1])[CH:3]=1, predict the reactants needed to synthesize it. The reactants are: [CH3:1][N:2]1[C:6]2=[CH:7][N:8]=[CH:9][CH:10]=[C:5]2[C:4](B2OC(C)(C)C(C)(C)O2)=[CH:3]1.[Br:20]C1N=CC(NC(NC2C=CC=CC=2OC)=O)=CC=1.C([O-])([O-])=O.[Cs+].[Cs+]. (9) Given the product [CH3:24][C:23]1[CH:22]=[CH:21][CH:20]=[C:19]([CH3:25])[C:18]=1[C:13]1[N:14]=[C:15]([O:16][CH3:17])[C:10]2[CH2:9][NH:8][CH2:27][CH2:26][C:11]=2[N:12]=1, predict the reactants needed to synthesize it. The reactants are: C([N:8]1[CH2:27][CH2:26][C:11]2[N:12]=[C:13]([C:18]3[C:23]([CH3:24])=[CH:22][CH:21]=[CH:20][C:19]=3[CH3:25])[N:14]=[C:15]([O:16][CH3:17])[C:10]=2[CH2:9]1)C1C=CC=CC=1.C(O)(=O)C. (10) Given the product [Br:1][C:9]1[CH:8]=[C:7]([CH3:11])[C:6]([OH:12])=[C:5]([CH2:3][CH3:4])[CH:10]=1, predict the reactants needed to synthesize it. The reactants are: [Br:1]Br.[CH2:3]([C:5]1[CH:10]=[CH:9][CH:8]=[C:7]([CH3:11])[C:6]=1[OH:12])[CH3:4].OS([O-])=O.[Na+].